From a dataset of Forward reaction prediction with 1.9M reactions from USPTO patents (1976-2016). Predict the product of the given reaction. (1) Given the reactants [H-].[Al+3].[Li+].[H-].[H-].[H-].[CH3:7][C:8]1([CH3:28])[CH:25]=[C:24]([CH3:26])[C:23]2[C:10](=[CH:11][CH:12]=[C:13]3[C:22]=2[C:21](=[O:27])[O:20][C:19]2[C:14]3=[CH:15][CH:16]=[CH:17][CH:18]=2)[NH:9]1.C(OCC)(=O)C.Cl, predict the reaction product. The product is: [OH:27][CH2:21][C:22]1[C:13]([C:14]2[CH:15]=[CH:16][CH:17]=[CH:18][C:19]=2[OH:20])=[CH:12][CH:11]=[C:10]2[C:23]=1[C:24]([CH3:26])=[CH:25][C:8]([CH3:28])([CH3:7])[NH:9]2. (2) Given the reactants C1COCC1.C[O:7][C:8]([C@H:10]1[CH2:15][CH2:14][C@H:13]([C:16]2[N:20]3[CH:21]=[CH:22][N:23]=[C:24]([NH2:25])[C:19]3=[C:18]([C:26]3[CH:35]=[C:34]4[C:29]([CH:30]=[CH:31][C:32]([C:36]5[CH:41]=[CH:40][CH:39]=[CH:38][CH:37]=5)=[N:33]4)=[CH:28][CH:27]=3)[N:17]=2)[CH2:12][CH2:11]1)=[O:9].[OH-].[Na+], predict the reaction product. The product is: [NH2:25][C:24]1[C:19]2[N:20]([C:16]([C@H:13]3[CH2:12][CH2:11][C@H:10]([C:8]([OH:9])=[O:7])[CH2:15][CH2:14]3)=[N:17][C:18]=2[C:26]2[CH:35]=[C:34]3[C:29]([CH:30]=[CH:31][C:32]([C:36]4[CH:41]=[CH:40][CH:39]=[CH:38][CH:37]=4)=[N:33]3)=[CH:28][CH:27]=2)[CH:21]=[CH:22][N:23]=1. (3) Given the reactants [CH3:1][C:2]1[S:3][C:4]([C:8]2[CH:13]=[CH:12][N:11]([CH2:14][CH2:15][CH2:16][CH2:17][N:18]3[CH2:23][C@H:22]4[C@:20]([C:24]5[CH:29]=[CH:28][C:27]([C:30]([F:33])([F:32])[F:31])=[CH:26][CH:25]=5)([CH2:21]4)[CH2:19]3)[C:10](=[O:34])[N:9]=2)=[C:5]([CH3:7])[N:6]=1.[ClH:35].O1CCOCC1, predict the reaction product. The product is: [ClH:35].[CH3:1][C:2]1[S:3][C:4]([C:8]2[CH:13]=[CH:12][N:11]([CH2:14][CH2:15][CH2:16][CH2:17][N:18]3[CH2:23][C@H:22]4[C@:20]([C:24]5[CH:25]=[CH:26][C:27]([C:30]([F:32])([F:33])[F:31])=[CH:28][CH:29]=5)([CH2:21]4)[CH2:19]3)[C:10](=[O:34])[N:9]=2)=[C:5]([CH3:7])[N:6]=1. (4) Given the reactants CC1(C)C(C)(C)OB([C:9]2[CH:21]=[C:20]3[C:12]([C:13]4[CH:14]=[CH:15][CH:16]=[CH:17][C:18]=4[C:19]3([CH3:23])[CH3:22])=[CH:11][CH:10]=2)O1.Br[C:26]1[CH:31]=[C:30]([O:32][CH3:33])[CH:29]=[CH:28][C:27]=1[C:34]1[CH:39]=[CH:38][CH:37]=[CH:36][CH:35]=1.C([O-])([O-])=O.[Na+].[Na+].CCO, predict the reaction product. The product is: [CH3:33][O:32][C:30]1[CH:29]=[CH:28][C:27]([C:34]2[CH:39]=[CH:38][CH:37]=[CH:36][CH:35]=2)=[C:26]([C:15]2[CH:16]=[CH:17][C:18]3[C:19]([CH3:23])([CH3:22])[C:20]4[C:12]([C:13]=3[CH:14]=2)=[CH:11][CH:10]=[CH:9][CH:21]=4)[CH:31]=1. (5) Given the reactants I[C:2]1[C:3]([O:25]C)=[CH:4][C:5]([O:23]C)=[C:6]([C:8]2[N:12]([C:13]3[CH:22]=[CH:21][C:16]4[O:17][CH2:18][CH2:19][O:20][C:15]=4[CH:14]=3)[N:11]=[CH:10][CH:9]=2)[CH:7]=1.[CH:27]([C:29]1[CH:34]=[CH:33][C:32]([CH3:35])=[CH:31][CH:30]=1)=[CH2:28], predict the reaction product. The product is: [CH3:35][C:32]1[CH:33]=[CH:34][C:29]([CH2:27][CH2:28][C:2]2[C:3]([OH:25])=[CH:4][C:5]([OH:23])=[C:6]([C:8]3[N:12]([C:13]4[CH:22]=[CH:21][C:16]5[O:17][CH2:18][CH2:19][O:20][C:15]=5[CH:14]=4)[N:11]=[CH:10][CH:9]=3)[CH:7]=2)=[CH:30][CH:31]=1. (6) Given the reactants CO[C:3]1[CH:12]=[C:11]2[C:6]([CH2:7][CH2:8][C:9](=[O:15])[C:10]2([CH3:14])[CH3:13])=[CH:5][CH:4]=1.[CH3:16][O:17]C1C=C2C(=CC=1)CC(=O)CC2.IC, predict the reaction product. The product is: [CH3:16][O:17][C:4]1[CH:5]=[C:6]2[C:11](=[CH:12][CH:3]=1)[C:10]([CH3:13])([CH3:14])[C:9](=[O:15])[CH2:8][CH2:7]2. (7) Given the reactants [C:1]([O:5][C:6]([N:8]1[CH2:13][CH2:12][C:11]2[N:14]([CH2:27][CH2:28][CH:29]=O)[N:15]=[C:16]([C:17]3[CH:22]=[CH:21][C:20]([C:23]([F:26])([F:25])[F:24])=[CH:19][CH:18]=3)[C:10]=2[CH2:9]1)=[O:7])([CH3:4])([CH3:3])[CH3:2].[CH3:31][N:32]1[C:36]2[CH:37]=[CH:38][CH:39]=[CH:40][C:35]=2[N:34]([CH:41]2[CH2:46][CH2:45][NH:44][CH2:43][CH2:42]2)[C:33]1=[O:47].CC(O)=O.[BH-](OC(C)=O)(OC(C)=O)OC(C)=O.[Na+].C([O-])(O)=O.[Na+], predict the reaction product. The product is: [C:1]([O:5][C:6]([N:8]1[CH2:13][CH2:12][C:11]2[N:14]([CH2:27][CH2:28][CH2:29][N:44]3[CH2:45][CH2:46][CH:41]([N:34]4[C:35]5[CH:40]=[CH:39][CH:38]=[CH:37][C:36]=5[N:32]([CH3:31])[C:33]4=[O:47])[CH2:42][CH2:43]3)[N:15]=[C:16]([C:17]3[CH:18]=[CH:19][C:20]([C:23]([F:25])([F:26])[F:24])=[CH:21][CH:22]=3)[C:10]=2[CH2:9]1)=[O:7])([CH3:4])([CH3:2])[CH3:3].